From a dataset of Reaction yield outcomes from USPTO patents with 853,638 reactions. Predict the reaction yield, written as a fraction of the theoretical maximum amount of product (1.0 means a 100% yield; for example, 0.34 means a 34% yield). (1) The reactants are [Cl:1][C:2]1[C:11]2[C:6](=[CH:7][C:8]([O:12][CH3:13])=[CH:9][CH:10]=2)[C:5]([NH2:14])=[CH:4][N:3]=1.[C:15](Cl)(=[O:22])[C:16]1[CH:21]=[CH:20][CH:19]=[CH:18][CH:17]=1.O. The catalyst is N1C=CC=CC=1. The product is [Cl:1][C:2]1[C:11]2[C:6](=[CH:7][C:8]([O:12][CH3:13])=[CH:9][CH:10]=2)[C:5]([NH:14][C:15](=[O:22])[C:16]2[CH:21]=[CH:20][CH:19]=[CH:18][CH:17]=2)=[CH:4][N:3]=1. The yield is 0.850. (2) The reactants are Br[C:2]1[CH:3]=[C:4]([F:11])[C:5]2[N:9]=[CH:8][NH:7][C:6]=2[CH:10]=1.[C:12](=O)([O-:14])[O-:13].[Na+].[Na+].C(OCC)(=O)C. The catalyst is O1CCOCC1.O.[C-]#[O+].[C-]#[O+].[C-]#[O+].[C-]#[O+].[C-]#[O+].[C-]#[O+].[Mo]. The product is [F:11][C:4]1[C:5]2[N:9]=[CH:8][NH:7][C:6]=2[CH:10]=[C:2]([C:12]([OH:14])=[O:13])[CH:3]=1. The yield is 0.630. (3) The reactants are [CH2:1]([NH:4][NH2:5])[CH:2]=[CH2:3].C(N(CC)CC)C.Br[CH2:14][C:15]([O:17][CH2:18][CH3:19])=[O:16]. The catalyst is ClCCl.C(OCC)(=O)C. The product is [CH2:1]([N:4]([CH2:14][C:15]([O:17][CH2:18][CH3:19])=[O:16])[NH2:5])[CH:2]=[CH2:3]. The yield is 0.870. (4) The reactants are [CH3:1][C@@H:2]([C:5]1[CH:20]=[CH:19][C:8]([CH2:9][C:10]2[S:11][CH:12]=[C:13]([C:15]([F:18])([F:17])[F:16])[N:14]=2)=[CH:7][CH:6]=1)[C:3]#[CH:4].[C:21]1([CH3:33])[CH:26]=[CH:25][C:24]([S:27]([N:30]=[N+:31]=[N-:32])(=[O:29])=[O:28])=[CH:23][CH:22]=1. The catalyst is C(Cl)(Cl)Cl.[Cu]I. The product is [CH3:33][C:21]1[CH:22]=[CH:23][C:24]([S:27]([N:30]2[CH:4]=[C:3]([C@@H:2]([C:5]3[CH:6]=[CH:7][C:8]([CH2:9][C:10]4[S:11][CH:12]=[C:13]([C:15]([F:18])([F:17])[F:16])[N:14]=4)=[CH:19][CH:20]=3)[CH3:1])[N:32]=[N:31]2)(=[O:29])=[O:28])=[CH:25][CH:26]=1. The yield is 0.500. (5) The reactants are Br[C:2]1[CH:3]=[C:4]2[C:11]([C:12]([NH:14][CH3:15])=[O:13])=[C:10]([C:16]3[CH:21]=[CH:20][C:19]([F:22])=[CH:18][CH:17]=3)[O:9][C:5]2=[N:6][C:7]=1[Cl:8].[C:23]([O:27][C:28]([C:30]1[CH:31]=[C:32](B(O)O)[CH:33]=[CH:34][CH:35]=1)=[O:29])([CH3:26])([CH3:25])[CH3:24].C(=O)([O-])[O-].[Cs+].[Cs+].N#N. The catalyst is O.CN(C=O)C.C1C=CC([P]([Pd]([P](C2C=CC=CC=2)(C2C=CC=CC=2)C2C=CC=CC=2)([P](C2C=CC=CC=2)(C2C=CC=CC=2)C2C=CC=CC=2)[P](C2C=CC=CC=2)(C2C=CC=CC=2)C2C=CC=CC=2)(C2C=CC=CC=2)C2C=CC=CC=2)=CC=1. The product is [Cl:8][C:7]1[N:6]=[C:5]2[O:9][C:10]([C:16]3[CH:21]=[CH:20][C:19]([F:22])=[CH:18][CH:17]=3)=[C:11]([C:12](=[O:13])[NH:14][CH3:15])[C:4]2=[CH:3][C:2]=1[C:34]1[CH:35]=[C:30]([CH:31]=[CH:32][CH:33]=1)[C:28]([O:27][C:23]([CH3:25])([CH3:26])[CH3:24])=[O:29]. The yield is 0.830. (6) The reactants are I[C:2]1[C:11]2[C:6](=[C:7]([O:12][CH3:13])[CH:8]=[CH:9][CH:10]=2)[N:5]=[C:4]([C:14]2[N:18]3[CH:19]=[CH:20][C:21]([O:23][CH2:24][CH2:25][O:26][CH3:27])=[CH:22][C:17]3=[N:16][CH:15]=2)[CH:3]=1.O1C=C[CH:30]=[C:29]1P(C1OC=CC=1)C1OC=CC=1.C([Sn](CCCC)(CCCC)C=C)CCC. The catalyst is CN1C(=O)CCC1.C1C=CC(/C=C/C(/C=C/C2C=CC=CC=2)=O)=CC=1.C1C=CC(/C=C/C(/C=C/C2C=CC=CC=2)=O)=CC=1.C1C=CC(/C=C/C(/C=C/C2C=CC=CC=2)=O)=CC=1.[Pd].[Pd]. The product is [CH3:13][O:12][C:7]1[CH:8]=[CH:9][CH:10]=[C:11]2[C:6]=1[N:5]=[C:4]([C:14]1[N:18]3[CH:19]=[CH:20][C:21]([O:23][CH2:24][CH2:25][O:26][CH3:27])=[CH:22][C:17]3=[N:16][CH:15]=1)[CH:3]=[C:2]2[CH:29]=[CH2:30]. The yield is 0.800.